This data is from Forward reaction prediction with 1.9M reactions from USPTO patents (1976-2016). The task is: Predict the product of the given reaction. Given the reactants [S:1]1[C:5]2[NH:6][C:7]([C:9]([O:11][CH2:12][CH3:13])=[O:10])=[CH:8][C:4]=2[CH:3]=[CH:2]1.CC(O)=O.[Cl:18]N1C(=O)CCC1=O, predict the reaction product. The product is: [Cl:18][C:2]1[S:1][C:5]2[NH:6][C:7]([C:9]([O:11][CH2:12][CH3:13])=[O:10])=[CH:8][C:4]=2[CH:3]=1.